From a dataset of hERG Central: cardiac toxicity at 1µM, 10µM, and general inhibition. Predict hERG channel inhibition at various concentrations. (1) The drug is COc1ccccc1CNc1ncc(-c2ccc(F)cc2)n1C.O=C(O)C(=O)O. Results: hERG_inhib (hERG inhibition (general)): blocker. (2) The compound is COc1ccc(CN2CCN(CC(=O)Nc3ccccc3C(=O)NC3CC3)CC2)cc1F. Results: hERG_inhib (hERG inhibition (general)): blocker. (3) The molecule is N#Cc1nc(COc2ccc(F)cc2)oc1NCCCn1ccnc1. Results: hERG_inhib (hERG inhibition (general)): blocker. (4) The drug is CCOc1ccccc1CN1CCN(C/C=C/c2ccc(OC)cc2)CC1CCO. Results: hERG_inhib (hERG inhibition (general)): blocker. (5) The compound is CCC1CCC(N2CCN(c3ccc([N+](=O)[O-])cc3)CC2)CC1. Results: hERG_inhib (hERG inhibition (general)): blocker. (6) The drug is CCN(Cc1ccncc1)C(=O)c1cc(COc2ccc(C)c(C)c2)on1. Results: hERG_inhib (hERG inhibition (general)): blocker. (7) Results: hERG_inhib (hERG inhibition (general)): blocker. The compound is COc1ccccc1NC(=O)N1CCN(c2cc(-c3ccccc3)nc3ncnn23)CC1.